Dataset: Forward reaction prediction with 1.9M reactions from USPTO patents (1976-2016). Task: Predict the product of the given reaction. (1) Given the reactants [NH2:1][C:2]1[C:11]2[C:6](=[C:7](Br)[CH:8]=[CH:9][CH:10]=2)[N:5]=[N:4][C:3]=1[C:13]([NH:15][CH2:16][CH2:17][CH3:18])=[O:14].[CH3:19][C:20]1[CH:21]=[C:22](B(O)O)[CH:23]=[CH:24][CH:25]=1, predict the reaction product. The product is: [NH2:1][C:2]1[C:11]2[C:6](=[C:7]([C:24]3[CH:25]=[C:20]([CH3:19])[CH:21]=[CH:22][CH:23]=3)[CH:8]=[CH:9][CH:10]=2)[N:5]=[N:4][C:3]=1[C:13]([NH:15][CH2:16][CH2:17][CH3:18])=[O:14]. (2) Given the reactants [Cl:1][C:2]1[CH:16]=[CH:15][C:5]2[N:6]=[C:7]([NH:9][CH:10]3[CH2:14][CH2:13][NH:12][CH2:11]3)[O:8][C:4]=2[CH:3]=1.Cl.ClC1OC2C=C(Cl)C=CC=2N=1, predict the reaction product. The product is: [ClH:1].[Cl:1][C:2]1[CH:16]=[CH:15][C:5]2[N:6]=[C:7]([NH:9][C@@H:10]3[CH2:14][CH2:13][NH:12][CH2:11]3)[O:8][C:4]=2[CH:3]=1. (3) Given the reactants [CH3:1][O:2][C:3](=[O:8])[CH2:4][CH2:5][CH:6]=O.[CH2:9]([O:16][C:17]([N:19]1[CH:23]([C:24](=[O:43])[NH:25][C:26]2[S:27][CH:28]=[C:29]([C:31]3[CH:36]=[CH:35][C:34]([C:37](=[O:42])[NH:38][CH:39]4[CH2:41][CH2:40]4)=[CH:33][CH:32]=3)[N:30]=2)[CH2:22][S:21]C1C1C=CC=C(CN2CCOCC2)C=1)=[O:18])[C:10]1[CH:15]=[CH:14][CH:13]=[CH:12][CH:11]=1, predict the reaction product. The product is: [CH2:9]([O:16][C:17]([N:19]1[CH:23]([C:24](=[O:43])[NH:25][C:26]2[S:27][CH:28]=[C:29]([C:31]3[CH:32]=[CH:33][C:34]([C:37](=[O:42])[NH:38][CH:39]4[CH2:41][CH2:40]4)=[CH:35][CH:36]=3)[N:30]=2)[CH2:22][S:21][CH:6]1[CH2:5][CH2:4][C:3]([O:2][CH3:1])=[O:8])=[O:18])[C:10]1[CH:15]=[CH:14][CH:13]=[CH:12][CH:11]=1.